Dataset: Catalyst prediction with 721,799 reactions and 888 catalyst types from USPTO. Task: Predict which catalyst facilitates the given reaction. Reactant: [C:1](OC(=N)C(Cl)(Cl)Cl)([CH3:4])([CH3:3])[CH3:2].[C:12]([O:16][C:17]([NH:19][C@H:20]([C:39]([OH:41])=[O:40])[CH2:21][CH2:22][S:23][S:24][CH2:25][CH2:26][C@H:27]([NH:31][C:32]([O:34][C:35]([CH3:38])([CH3:37])[CH3:36])=[O:33])[C:28]([OH:30])=[O:29])=[O:18])([CH3:15])([CH3:14])[CH3:13]. Product: [C:12]([O:16][C:17]([NH:19][C@H:20]([C:39]([O:41][C:1]([CH3:2])([CH3:3])[CH3:4])=[O:40])[CH2:21][CH2:22][S:23][S:24][CH2:25][CH2:26][C@H:27]([NH:31][C:32]([O:34][C:35]([CH3:38])([CH3:37])[CH3:36])=[O:33])[C:28]([O:30][C:1]([CH3:4])([CH3:3])[CH3:2])=[O:29])=[O:18])([CH3:15])([CH3:13])[CH3:14]. The catalyst class is: 4.